From a dataset of Forward reaction prediction with 1.9M reactions from USPTO patents (1976-2016). Predict the product of the given reaction. (1) The product is: [Cl:10][C:4]1[C:3]([C:2]([F:12])([F:11])[F:1])=[CH:8][N:7]=[C:6]([NH:19][CH2:18][C:17]2[CH:20]=[CH:21][CH:22]=[CH:23][C:16]=2[O:15][C:14]([F:13])([F:24])[F:25])[N:5]=1. Given the reactants [F:1][C:2]([F:12])([F:11])[C:3]1[C:4]([Cl:10])=[N:5][C:6](Cl)=[N:7][CH:8]=1.[F:13][C:14]([F:25])([F:24])[O:15][C:16]1[CH:23]=[CH:22][CH:21]=[CH:20][C:17]=1[CH2:18][NH2:19].CCN(C(C)C)C(C)C, predict the reaction product. (2) Given the reactants [CH3:1]/[C:2](/[CH2:6][CH2:7][CH2:8][CH2:9][CH3:10])=[CH:3]\[CH2:4][OH:5].C[N+]1([O-])CCOCC1, predict the reaction product. The product is: [CH3:1][C:2]([CH2:6][CH2:7][CH2:8][CH2:9][CH3:10])=[CH:3][CH:4]=[O:5].